This data is from Full USPTO retrosynthesis dataset with 1.9M reactions from patents (1976-2016). The task is: Predict the reactants needed to synthesize the given product. (1) Given the product [CH:31]1([C:29]([C:23]2[CH:24]=[C:25]([CH3:28])[CH:26]=[CH:27][C:22]=2[NH:21][C:19](=[O:20])[NH:18][C:15]2[S:16][CH:17]=[C:13]([CH2:12][CH2:11][O:10][C:8]3[CH:7]=[N:6][CH:5]=[C:4]([CH:9]=3)[C:3]([OH:36])=[O:2])[N:14]=2)=[O:30])[CH2:35][CH2:34][CH2:33][CH2:32]1, predict the reactants needed to synthesize it. The reactants are: C[O:2][C:3](=[O:36])[C:4]1[CH:9]=[C:8]([O:10][CH2:11][CH2:12][C:13]2[N:14]=[C:15]([NH:18][C:19]([NH:21][C:22]3[CH:27]=[CH:26][C:25]([CH3:28])=[CH:24][C:23]=3[C:29]([CH:31]3[CH2:35][CH2:34][CH2:33][CH2:32]3)=[O:30])=[O:20])[S:16][CH:17]=2)[CH:7]=[N:6][CH:5]=1. (2) Given the product [CH3:1][O:2][C:3]([C:4]1[C:5]([F:13])=[C:6]([F:12])[C:7]2[N:11]=[C:18]([C:17]3[C:16]([Cl:15])=[CH:23][CH:22]=[CH:21][C:20]=3[Cl:24])[NH:10][C:8]=2[CH:9]=1)=[O:14], predict the reactants needed to synthesize it. The reactants are: [CH3:1][O:2][C:3](=[O:14])[C:4]1[CH:9]=[C:8]([NH2:10])[C:7]([NH2:11])=[C:6]([F:12])[C:5]=1[F:13].[Cl:15][C:16]1[CH:23]=[CH:22][CH:21]=[C:20]([Cl:24])[C:17]=1[CH:18]=O.C(S([O-])(=O)=O)(F)(F)F.C(S([O-])(=O)=O)(F)(F)F.C(S([O-])(=O)=O)(F)(F)F.[Yb+3].